This data is from Full USPTO retrosynthesis dataset with 1.9M reactions from patents (1976-2016). The task is: Predict the reactants needed to synthesize the given product. (1) Given the product [ClH:31].[NH2:19][C:20]1[N:21]=[CH:22][S:23][C:24]=1[C:25]([O:27][CH3:28])=[O:26], predict the reactants needed to synthesize it. The reactants are: C(NC[C@H](O)COC1C(C#N)=CC=CN=1)(C)(C)C.[NH2:19][C:20]1[N:21]=[C:22](SC)[S:23][C:24]=1[C:25]([O:27][CH3:28])=[O:26].[ClH:31]. (2) Given the product [Cl:24][C:10]1[C:9]2[C:14](=[CH:15][C:6]3[CH:5]=[C:4]([O:20][CH3:21])[C:3]([O:2][CH3:1])=[CH:19][C:7]=3[CH:8]=2)[N:13]=[CH:12][C:11]=1[C:16]#[N:17], predict the reactants needed to synthesize it. The reactants are: [CH3:1][O:2][C:3]1[C:4]([O:20][CH3:21])=[CH:5][C:6]2[CH:15]=[C:14]3[C:9]([C:10](=O)[C:11]([C:16]#[N:17])=[CH:12][NH:13]3)=[CH:8][C:7]=2[CH:19]=1.P(Cl)(Cl)([Cl:24])=O. (3) Given the product [CH:25]1([O:30][C:31]2[CH:32]=[C:33]([CH:38]=[C:39]([O:41][C:42]3[CH:47]=[CH:46][C:45]([S:48]([CH3:51])(=[O:50])=[O:49])=[CH:44][CH:43]=3)[CH:40]=2)[C:34]([OH:36])=[O:35])[CH2:29][CH2:28][CH2:27][CH2:26]1, predict the reactants needed to synthesize it. The reactants are: FC1C=CC=CC=1COC1C=C(C=C(O[C@@H](C)COC)C=1)C(O)=O.[CH:25]1([O:30][C:31]2[CH:32]=[C:33]([CH:38]=[C:39]([O:41][C:42]3[CH:47]=[CH:46][C:45]([S:48]([CH3:51])(=[O:50])=[O:49])=[CH:44][CH:43]=3)[CH:40]=2)[C:34]([O:36]C)=[O:35])[CH2:29][CH2:28][CH2:27][CH2:26]1. (4) Given the product [Br:18][C:19]1[CH:20]=[CH:21][C:22]([F:27])=[C:23]([CH:24]([C:9]2[CH:8]=[C:7]([Cl:6])[N:12]=[C:11]([F:13])[C:10]=2[O:14][CH2:15][O:16][CH3:17])[OH:25])[CH:26]=1, predict the reactants needed to synthesize it. The reactants are: C([Li])CCC.[Cl:6][C:7]1[N:12]=[C:11]([F:13])[C:10]([O:14][CH2:15][O:16][CH3:17])=[CH:9][CH:8]=1.[Br:18][C:19]1[CH:20]=[CH:21][C:22]([F:27])=[C:23]([CH:26]=1)[CH:24]=[O:25].[Cl-].[NH4+]. (5) The reactants are: Cl.[Br:2][C:3]1[CH:8]=[CH:7][C:6]([CH2:9][O:10][CH2:11][CH:12](OCC)[O:13]CC)=[CH:5][CH:4]=1. Given the product [Br:2][C:3]1[CH:4]=[CH:5][C:6]([CH2:9][O:10][CH2:11][CH:12]=[O:13])=[CH:7][CH:8]=1, predict the reactants needed to synthesize it. (6) The reactants are: [Br:1][C:2]1[C:10]2[S:9](=[O:12])(=[O:11])[N:8]([CH3:13])[CH:7]([OH:14])[C:6]=2[CH:5]=[CH:4][CH:3]=1.C1C=C[NH+]=CC=1.C1C=C[NH+]=CC=1.[O-][Cr](O[Cr]([O-])(=O)=O)(=O)=O. Given the product [Br:1][C:2]1[C:10]2[S:9](=[O:11])(=[O:12])[N:8]([CH3:13])[C:7](=[O:14])[C:6]=2[CH:5]=[CH:4][CH:3]=1, predict the reactants needed to synthesize it.